From a dataset of Full USPTO retrosynthesis dataset with 1.9M reactions from patents (1976-2016). Predict the reactants needed to synthesize the given product. (1) Given the product [Si:21]([O:28][CH2:29][CH2:30][NH:31][C:32]1[CH:33]=[CH:34][C:35]([NH:38][C:15]([C:14]2[C:10]([NH:9][C:7]([C:5]3[S:6][C:2]([Cl:1])=[CH:3][CH:4]=3)=[O:8])=[N:11][N:12]([CH3:20])[CH:13]=2)=[O:17])=[CH:36][CH:37]=1)([C:24]([CH3:27])([CH3:26])[CH3:25])([CH3:23])[CH3:22], predict the reactants needed to synthesize it. The reactants are: [Cl:1][C:2]1[S:6][C:5]([C:7]([NH:9][C:10]2[C:14]([C:15]([O:17]CC)=O)=[CH:13][N:12]([CH3:20])[N:11]=2)=[O:8])=[CH:4][CH:3]=1.[Si:21]([O:28][CH2:29][CH2:30][NH:31][C:32]1[CH:37]=[CH:36][C:35]([NH2:38])=[CH:34][CH:33]=1)([C:24]([CH3:27])([CH3:26])[CH3:25])([CH3:23])[CH3:22].C[Al](C)C. (2) Given the product [CH3:15][N:12]1[C:13](=[O:14])[C:8]([C:34]2[CH:33]=[N:32][CH:37]=[CH:36][CH:35]=2)=[C:9]2[C:1](=[O:4])[N:17]([CH2:20][CH2:21][C:22]3[CH:31]=[CH:30][C:29]4[C:24](=[CH:25][CH:26]=[CH:27][CH:28]=4)[N:23]=3)[CH2:16][C:10]2=[CH:11]1, predict the reactants needed to synthesize it. The reactants are: [C:1]([O-:4])([O-])=O.[K+].[K+].Cl[C:8]1[C:13](=[O:14])[N:12]([CH3:15])[CH:11]=[C:10]2[CH2:16][N:17]([CH2:20][CH2:21][C:22]3[CH:31]=[CH:30][C:29]4[C:24](=[CH:25][CH:26]=[CH:27][CH:28]=4)[N:23]=3)C(=O)[C:9]=12.[N:32]1[CH:37]=[CH:36][CH:35]=[C:34](B(O)O)[CH:33]=1.O.